This data is from Catalyst prediction with 721,799 reactions and 888 catalyst types from USPTO. The task is: Predict which catalyst facilitates the given reaction. (1) Reactant: [CH2:1]1[O:11][C:10]2[CH:9]=[CH:8][C:5]([CH2:6][NH2:7])=[CH:4][C:3]=2[O:2]1.[CH2:12]1[O:20][C:19]2[CH:18]=[CH:17][C:16]([N:21]=[C:22]=[O:23])=[CH:15][C:14]=2[O:13]1. Product: [CH2:12]1[O:20][C:19]2[CH:18]=[CH:17][C:16]([NH:21][C:22]([NH:7][CH2:6][C:5]3[CH:8]=[CH:9][C:10]4[O:11][CH2:1][O:2][C:3]=4[CH:4]=3)=[O:23])=[CH:15][C:14]=2[O:13]1. The catalyst class is: 48. (2) Reactant: C([O:3][C:4](=O)[C:5]([C:8]1[CH:13]=[CH:12][CH:11]=[C:10]([Cl:14])[CH:9]=1)([F:7])[F:6])C.[BH4-].[Na+]. Product: [Cl:14][C:10]1[CH:9]=[C:8]([C:5]([F:6])([F:7])[CH2:4][OH:3])[CH:13]=[CH:12][CH:11]=1. The catalyst class is: 5. (3) Reactant: [Cl:1][C:2]1[C:3]([F:9])=[C:4](Br)[CH:5]=[CH:6][CH:7]=1.O=[C:11]1[CH2:14][C:13]2([CH2:19][CH2:18][N:17](C(OC(C)(C)C)=O)[CH2:16][CH2:15]2)[CH2:12]1.Cl.FC(F)(F)OC1C=C(C2CC3(CCNCC3)C2)C=CC=1.Cl.C(OCC)C. Product: [ClH:1].[Cl:1][C:2]1[C:3]([F:9])=[C:4]([CH:11]2[CH2:14][C:13]3([CH2:19][CH2:18][NH:17][CH2:16][CH2:15]3)[CH2:12]2)[CH:5]=[CH:6][CH:7]=1. The catalyst class is: 27. (4) Reactant: [F:1][C:2]1[CH:3]=[C:4]([CH2:8][C:9]([C:11]2[CH:16]=[CH:15][CH:14]=[CH:13][CH:12]=2)=O)[CH:5]=[CH:6][CH:7]=1.[CH2:17]([O:19][C:20]1[CH:21]=[C:22]([CH:25]=[C:26]([N+:29]([O-:31])=[O:30])[C:27]=1[OH:28])[CH:23]=O)[CH3:18].[NH2:32][C:33]([NH2:35])=[O:34].Cl. Product: [CH2:17]([O:19][C:20]1[CH:21]=[C:22]([CH:23]2[C:8]([C:4]3[CH:5]=[CH:6][CH:7]=[C:2]([F:1])[CH:3]=3)=[C:9]([C:11]3[CH:16]=[CH:15][CH:14]=[CH:13][CH:12]=3)[NH:35][C:33](=[O:34])[NH:32]2)[CH:25]=[C:26]([N+:29]([O-:31])=[O:30])[C:27]=1[OH:28])[CH3:18]. The catalyst class is: 8. (5) Reactant: [Cl:1][C:2]1[C:3]([CH2:18][NH:19][C:20]([C@@H:22]2[CH2:26][C@@H:25]([F:27])[CH2:24][N:23]2C(OC(C)(C)C)=O)=[O:21])=[CH:4][C:5]([C:8]2[CH:9]=[N:10][C:11]([C:14]([F:17])([F:16])[F:15])=[N:12][CH:13]=2)=[N:6][CH:7]=1.Cl. Product: [ClH:1].[Cl:1][C:2]1[C:3]([CH2:18][NH:19][C:20]([C@@H:22]2[CH2:26][C@@H:25]([F:27])[CH2:24][NH:23]2)=[O:21])=[CH:4][C:5]([C:8]2[CH:9]=[N:10][C:11]([C:14]([F:17])([F:16])[F:15])=[N:12][CH:13]=2)=[N:6][CH:7]=1. The catalyst class is: 12.